Dataset: Reaction yield outcomes from USPTO patents with 853,638 reactions. Task: Predict the reaction yield, written as a fraction of the theoretical maximum amount of product (1.0 means a 100% yield; for example, 0.34 means a 34% yield). (1) The reactants are [CH3:1][S:2][C:3]1[CH:4]=[C:5]([CH:32]=[CH:33][CH:34]=1)[C:6]([NH:8][C:9]1[CH:14]=[CH:13][C:12]([N:15]2[C:21](=[O:22])[CH2:20][C:19](=[O:23])[NH:18][C:17]3[C:24]4[C:29]([CH:30]=[CH:31][C:16]2=3)=[CH:28][CH:27]=[CH:26][CH:25]=4)=[CH:11][CH:10]=1)=[O:7].ClC1C=CC=C(C(OO)=[O:43])C=1.C(OCC)(=O)C. The catalyst is CN(C)C=O. The product is [CH3:1][S:2]([C:3]1[CH:4]=[C:5]([CH:32]=[CH:33][CH:34]=1)[C:6]([NH:8][C:9]1[CH:10]=[CH:11][C:12]([N:15]2[C:21](=[O:22])[CH2:20][C:19](=[O:23])[NH:18][C:17]3[C:24]4[C:29]([CH:30]=[CH:31][C:16]2=3)=[CH:28][CH:27]=[CH:26][CH:25]=4)=[CH:13][CH:14]=1)=[O:7])=[O:43]. The yield is 0.380. (2) The reactants are [F:1][C:2]1([F:20])[O:19][C:6]2([CH2:11][CH2:10][N:9]([C:12]([O:14][C:15]([CH3:18])([CH3:17])[CH3:16])=[O:13])[CH2:8][CH2:7]2)[CH2:5][NH:4][CH2:3]1.C([O-])([O-])=O.[K+].[K+].Br[CH2:28][C:29]#[C:30][CH3:31]. The catalyst is CN(C)C=O.C(OCC)(=O)C. The product is [CH2:28]([N:4]1[CH2:3][C:2]([F:1])([F:20])[O:19][C:6]2([CH2:7][CH2:8][N:9]([C:12]([O:14][C:15]([CH3:16])([CH3:17])[CH3:18])=[O:13])[CH2:10][CH2:11]2)[CH2:5]1)[C:29]#[C:30][CH3:31]. The yield is 0.650. (3) The reactants are [NH2:1][S:2]([C:5]1[C:10]([O:11][CH3:12])=[CH:9][CH:8]=[C:7]([CH3:13])[C:6]=1[NH:14][C:15]([C:17]1[C:18](=[O:35])[N:19]([CH2:28][C:29]2[CH:34]=[CH:33][CH:32]=[CH:31][CH:30]=2)[C:20]2[C:25]([C:26]=1[OH:27])=[CH:24][CH:23]=[CH:22][N:21]=2)=O)(=[O:4])=[O:3].NS(C1C=C(Br)C=CC=1NC(C1C(=O)N(CC2C=CC=CC=2)C2C(C=1O)=CC=CN=2)=O)(=O)=O. The catalyst is Cl. The product is [CH2:28]([N:19]1[C:20]2[C:25](=[CH:24][CH:23]=[CH:22][N:21]=2)[C:26]([OH:27])=[C:17]([C:15]2[NH:14][C:6]3[C:7]([CH3:13])=[CH:8][CH:9]=[C:10]([O:11][CH3:12])[C:5]=3[S:2](=[O:3])(=[O:4])[N:1]=2)[C:18]1=[O:35])[C:29]1[CH:30]=[CH:31][CH:32]=[CH:33][CH:34]=1. The yield is 0.560. (4) The catalyst is CN(C)C=O. The yield is 0.740. The product is [CH3:1][N:2]1[CH2:3][CH2:4][N:5]([C:8]2[CH:13]=[CH:12][C:11]([NH2:14])=[CH:10][CH:9]=2)[CH2:6][CH2:7]1. The reactants are [CH3:1][N:2]1[CH2:7][CH2:6][N:5]([C:8]2[CH:13]=[CH:12][C:11]([N+:14]([O-])=O)=[CH:10][CH:9]=2)[CH2:4][CH2:3]1.O.O.[Sn](Cl)Cl. (5) The yield is 0.990. The catalyst is C(O)(=O)C. The product is [CH2:1]([N:8]1[C:13](=[O:14])[C:12]2[C:15]([CH3:18])=[N:16][S:17][C:11]=2[N:10]=[C:9]1[CH:19]([Br:28])[CH:20]([CH3:22])[CH3:21])[C:2]1[CH:3]=[CH:4][CH:5]=[CH:6][CH:7]=1. The reactants are [CH2:1]([N:8]1[C:13](=[O:14])[C:12]2[C:15]([CH3:18])=[N:16][S:17][C:11]=2[N:10]=[C:9]1[CH2:19][CH:20]([CH3:22])[CH3:21])[C:2]1[CH:7]=[CH:6][CH:5]=[CH:4][CH:3]=1.C([O-])(=O)C.[Na+].[Br:28]Br.CCOC(C)=O. (6) The reactants are [OH:1][CH2:2][C:3]1[O:4][CH:5]=[C:6]([O:10][CH2:11][CH2:12][CH2:13][CH2:14][CH2:15][S:16][C:17]2[C:26]3[C:21](=[CH:22][C:23]([C:27]([F:30])([F:29])[F:28])=[CH:24][CH:25]=3)[N:20]=[CH:19][CH:18]=2)[C:7](=[O:9])[CH:8]=1.C1[CH2:35][O:34][CH2:33]C1.[H-].[Na+].ClCOC. The catalyst is O. The product is [CH3:33][O:34][CH2:35][O:1][CH2:2][C:3]1[O:4][CH:5]=[C:6]([O:10][CH2:11][CH2:12][CH2:13][CH2:14][CH2:15][S:16][C:17]2[C:26]3[C:21](=[CH:22][C:23]([C:27]([F:30])([F:29])[F:28])=[CH:24][CH:25]=3)[N:20]=[CH:19][CH:18]=2)[C:7](=[O:9])[CH:8]=1. The yield is 0.670.